This data is from Experimentally validated miRNA-target interactions with 360,000+ pairs, plus equal number of negative samples. The task is: Binary Classification. Given a miRNA mature sequence and a target amino acid sequence, predict their likelihood of interaction. (1) The miRNA is mmu-miR-29a-3p with sequence UAGCACCAUCUGAAAUCGGUUA. The protein sequence of the target gene is MLSFVDTRTLLLLAVTSCLATCQYLQSGSVRKGPTGDRGPRGQRGPAGPRGRDGVDGPMGPPGPPGSPGPPGSPAPPGLTGNFAAQYSDKGVSSGPGPMGLMGPRGPPGAVGAPGPQGFQGPAGEPGEPGQTGPAGPRGPAGSPGKAGEDGHPGKPGRPGERGVVGPQGARGFPGTPGLPGFKGVKGHSGMDGLKGQPGAQGVKGEPGAPGENGTPGQAGARGLPGERGRVGAPGPAGARGSDGSVGPVGPAGPIGSAGPPGFPGAPGPKGELGPVGNPGPAGPAGPRGEVGLPGLSGPV.... Result: 1 (interaction). (2) The protein sequence of the target gene is MASVVLALRTRTAVTSLLSPTPATALAVRYASKKSGGSSKNLGGKSSGRRQGIKKMEGHYVHAGNIIATQRHFRWHPGAHVGVGKNKCLYALEEGIVRYTKEVYVPHPRNTEAVDLITRLPKGAVLYKTFVHVVPAKPEGTFKLVAML. Result: 0 (no interaction). The miRNA is hsa-miR-4764-5p with sequence UGGAUGUGGAAGGAGUUAUCU. (3) Result: 0 (no interaction). The miRNA is hsa-miR-4284 with sequence GGGCUCACAUCACCCCAU. The protein sequence of the target gene is MGDTAPPQAPAGGLGGASGAGLLGGGSVTPRVHSAIVERLRARIAVCRQHHLSCEGRYERGRAESSDRERESTLQLLSLVQHGQGARKAGKHTKATATAATTTAPPPPPAAPPAASQAAATAAPPPPPDYHHHHQQHLLNSSNNGGSGGINGEQQPPASTPGDQRNSALIALQGSLKRKQVVNLSPANSKRPNGFVDNSFLDIKRIRVGENLSAGQGGLQINNGQSQIMSGTLPMSQAPLRKTNTLPSHTHSPGNGLFNMGLKEVKKEPGETLSCSKHMDGQMTQENIFPNRYGDDPGEQ....